Dataset: Forward reaction prediction with 1.9M reactions from USPTO patents (1976-2016). Task: Predict the product of the given reaction. Given the reactants [F:1][C:2]1[CH:7]=[CH:6][C:5]([C:8]2[O:12][N:11]=[C:10]([C:13](OCC)=[O:14])[CH:9]=2)=[CH:4][CH:3]=1.[H-].[Al+3].[Li+].[H-].[H-].[H-].CO, predict the reaction product. The product is: [F:1][C:2]1[CH:3]=[CH:4][C:5]([C:8]2[O:12][N:11]=[C:10]([CH:13]=[O:14])[CH:9]=2)=[CH:6][CH:7]=1.